This data is from Forward reaction prediction with 1.9M reactions from USPTO patents (1976-2016). The task is: Predict the product of the given reaction. (1) Given the reactants [NH2:1][C:2]1[CH:7]=[C:6]([CH2:8][N:9]([C:16]([O:18][CH2:19][C:20]2[CH:25]=[CH:24][CH:23]=[CH:22][CH:21]=2)=[O:17])[C@H:10]([C:12]([CH3:15])([CH3:14])[CH3:13])[CH3:11])[CH:5]=[CH:4][C:3]=1[NH:26][CH2:27][O:28][C:29]([N:31]1[CH2:35][CH2:34][CH2:33][CH2:32]1)=[O:30].[N:36]#[C:37]Br.C(Cl)Cl.CO, predict the reaction product. The product is: [CH2:19]([O:18][C:16]([N:9]([CH2:8][C:6]1[CH:5]=[CH:4][C:3]2[N:26]([CH2:27][O:28][C:29]([N:31]3[CH2:32][CH2:33][CH2:34][CH2:35]3)=[O:30])[C:37](=[NH:36])[NH:1][C:2]=2[CH:7]=1)[C@H:10]([C:12]([CH3:15])([CH3:14])[CH3:13])[CH3:11])=[O:17])[C:20]1[CH:25]=[CH:24][CH:23]=[CH:22][CH:21]=1. (2) Given the reactants [C:1]([O:5][C:6]([N:8]1[CH2:12][C@@H:11]([CH:13]=O)[C@H:10]([CH2:15][C:16]2[CH:21]=[CH:20][CH:19]=[CH:18][CH:17]=2)[CH2:9]1)=[O:7])([CH3:4])([CH3:3])[CH3:2].[CH2:22]([NH2:29])[C:23]1[CH:28]=[CH:27][CH:26]=[CH:25][CH:24]=1, predict the reaction product. The product is: [C:1]([O:5][C:6]([N:8]1[CH2:12][C@@H:11]([CH2:13][NH:29][CH2:22][C:23]2[CH:28]=[CH:27][CH:26]=[CH:25][CH:24]=2)[C@H:10]([CH2:15][C:16]2[CH:21]=[CH:20][CH:19]=[CH:18][CH:17]=2)[CH2:9]1)=[O:7])([CH3:4])([CH3:3])[CH3:2].